Dataset: Forward reaction prediction with 1.9M reactions from USPTO patents (1976-2016). Task: Predict the product of the given reaction. (1) The product is: [O:13]1[CH2:18][CH2:17][O:16][CH2:15][CH:14]1[CH2:19][O:20][C:2]1[CH:12]=[CH:11][C:5]([C:6]([OH:8])=[O:7])=[CH:4][N:3]=1. Given the reactants Cl[C:2]1[CH:12]=[CH:11][C:5]([C:6]([O:8]CC)=[O:7])=[CH:4][N:3]=1.[O:13]1[CH2:18][CH2:17][O:16][CH2:15][CH:14]1[CH2:19][OH:20].[OH-].[Li+], predict the reaction product. (2) Given the reactants [O:1]1[CH:5]=[CH:4][C:3]([C:6]2[CH:11]=[CH:10][CH:9]=[C:8]([CH3:12])[C:7]=2[OH:13])=[CH:2]1.O1CCCC1, predict the reaction product. The product is: [CH3:12][C:8]1[CH:9]=[CH:10][CH:11]=[C:6]([CH:3]2[CH2:4][CH2:5][O:1][CH2:2]2)[C:7]=1[OH:13]. (3) Given the reactants [S:1]1[C:5]([C:6]([OH:8])=O)=[CH:4][C:3]2[CH:9]=[CH:10][CH:11]=[CH:12][C:2]1=2.[NH2:13][C:14]1[CH:15]=[CH:16][C:17]([N:22]2[CH2:27][CH2:26][CH:25]([CH2:28][CH2:29][OH:30])[CH2:24][CH2:23]2)=[C:18]([CH:21]=1)[C:19]#[N:20], predict the reaction product. The product is: [C:19]([C:18]1[CH:21]=[C:14]([NH:13][C:6]([C:5]2[S:1][C:2]3[CH:12]=[CH:11][CH:10]=[CH:9][C:3]=3[CH:4]=2)=[O:8])[CH:15]=[CH:16][C:17]=1[N:22]1[CH2:27][CH2:26][CH:25]([CH2:28][CH2:29][OH:30])[CH2:24][CH2:23]1)#[N:20]. (4) Given the reactants [CH3:1][S:2][C:3]1[CH:8]=[CH:7][C:6]([N:9]([CH2:14][C:15]([O:17]C(C)(C)C)=[O:16])[S:10]([CH3:13])(=[O:12])=[O:11])=[CH:5][CH:4]=1, predict the reaction product. The product is: [CH3:1][S:2][C:3]1[CH:8]=[CH:7][C:6]([N:9]([CH2:14][C:15]([OH:17])=[O:16])[S:10]([CH3:13])(=[O:12])=[O:11])=[CH:5][CH:4]=1. (5) Given the reactants [F:1][C:2]1[CH:7]=[CH:6][C:5]([NH:8][C:9]([NH2:11])=[S:10])=[CH:4][CH:3]=1.Cl[CH2:13][C:14]([CH2:16]Cl)=O.[NH2:18][C:19]1[C:24]([C:25]#[N:26])=[C:23]([C:27]2[CH:32]=[CH:31][C:30]([O:33][CH2:34][CH2:35][N:36]=[N+:37]=[N-:38])=[CH:29][CH:28]=2)[C:22]([C:39]#[N:40])=[C:21]([SH:41])[N:20]=1.C(=O)(O)[O-].[Na+], predict the reaction product. The product is: [NH2:18][C:19]1[C:24]([C:25]#[N:26])=[C:23]([C:27]2[CH:28]=[CH:29][C:30]([O:33][CH2:34][CH2:35][N:36]=[N+:37]=[N-:38])=[CH:31][CH:32]=2)[C:22]([C:39]#[N:40])=[C:21]([S:41][CH2:16][C:14]2[N:11]=[C:9]([NH:8][C:5]3[CH:4]=[CH:3][C:2]([F:1])=[CH:7][CH:6]=3)[S:10][CH:13]=2)[N:20]=1. (6) Given the reactants [N:1]1[C:10]2[C:5](=[CH:6][C:7]([CH2:11][CH2:12][CH:13]=[O:14])=[CH:8][CH:9]=2)[N:4]=[CH:3][CH:2]=1.N1CCC[C@@H]1C(O)=O.[Cl:23]N1C(=O)CCC1=O, predict the reaction product. The product is: [Cl:23][CH:12]([CH2:11][C:7]1[CH:6]=[C:5]2[C:10](=[CH:9][CH:8]=1)[N:1]=[CH:2][CH:3]=[N:4]2)[CH:13]=[O:14].